Dataset: Forward reaction prediction with 1.9M reactions from USPTO patents (1976-2016). Task: Predict the product of the given reaction. (1) Given the reactants [C:1]([C:4]1[N:5]=[C:6]([N:9]2[CH2:13][CH2:12][C@H:11]([OH:14])[CH2:10]2)[S:7][CH:8]=1)(=[O:3])[NH2:2].[CH3:15][S:16](Cl)(=[O:18])=[O:17].C(N(CC)CC)C.CO, predict the reaction product. The product is: [C:1]([C:4]1[N:5]=[C:6]([N:9]2[CH2:13][CH2:12][C@H:11]([O:14][S:16]([CH3:15])(=[O:18])=[O:17])[CH2:10]2)[S:7][CH:8]=1)(=[O:3])[NH2:2]. (2) Given the reactants C([O:5][C:6](=[O:34])[C:7]1[CH:12]=[CH:11][C:10]([CH2:13][N:14]2[C:23](=[O:24])[CH:22]=[C:21]3[C:16]([CH:17]=[C:18]([C:25]#[C:26][CH2:27][C:28]4[CH:33]=[CH:32][CH:31]=[CH:30][CH:29]=4)[CH:19]=[CH:20]3)=[CH:15]2)=[CH:9][CH:8]=1)(C)(C)C.FC(F)(F)C(O)=O, predict the reaction product. The product is: [O:24]=[C:23]1[CH:22]=[C:21]2[C:16]([CH:17]=[C:18]([C:25]#[C:26][CH2:27][C:28]3[CH:33]=[CH:32][CH:31]=[CH:30][CH:29]=3)[CH:19]=[CH:20]2)=[CH:15][N:14]1[CH2:13][C:10]1[CH:11]=[CH:12][C:7]([C:6]([OH:34])=[O:5])=[CH:8][CH:9]=1. (3) Given the reactants Br[C:2]1[CH:7]=[C:6]([O:8][CH2:9][C:10]2[CH:15]=[CH:14][C:13]([O:16][CH3:17])=[CH:12][CH:11]=2)[CH:5]=[CH:4][C:3]=1[N+:18]([O-:20])=[O:19].[CH2:21](B(O)O)[CH3:22].[O-]P([O-])([O-])=O.[K+].[K+].[K+], predict the reaction product. The product is: [CH2:21]([C:2]1[CH:7]=[C:6]([O:8][CH2:9][C:10]2[CH:15]=[CH:14][C:13]([O:16][CH3:17])=[CH:12][CH:11]=2)[CH:5]=[CH:4][C:3]=1[N+:18]([O-:20])=[O:19])[CH3:22]. (4) Given the reactants [C:1]1([CH2:7][N:8]2[CH2:13][CH2:12][N:11]([C:14]3[CH:19]=[CH:18][C:17]([NH2:20])=[CH:16][CH:15]=3)[CH2:10][CH2:9]2)[CH:6]=[CH:5][CH:4]=[CH:3][CH:2]=1.[C:21]1([C:30]2[CH:35]=[CH:34][CH:33]=[CH:32][CH:31]=2)[C:22]([C:27](Cl)=[O:28])=[CH:23][CH:24]=[CH:25][CH:26]=1, predict the reaction product. The product is: [C:1]1([CH2:7][N:8]2[CH2:9][CH2:10][N:11]([C:14]3[CH:15]=[CH:16][C:17]([NH:20][C:27]([C:22]4[C:21]([C:30]5[CH:35]=[CH:34][CH:33]=[CH:32][CH:31]=5)=[CH:26][CH:25]=[CH:24][CH:23]=4)=[O:28])=[CH:18][CH:19]=3)[CH2:12][CH2:13]2)[CH:2]=[CH:3][CH:4]=[CH:5][CH:6]=1. (5) Given the reactants [N+:1]([CH:4]([C:6]1[CH:15]=[CH:14][C:9]([C:10](OC)=[O:11])=[CH:8][CH:7]=1)[CH3:5])([O-:3])=[O:2].[CH2:16]=[O:17].C[O-].[Na+].[Cl-].[NH4+].CN([CH:26]=[O:27])C, predict the reaction product. The product is: [OH:17][CH2:16][C:4]([C:6]1[CH:7]=[CH:8][C:9]([C:10]([O:27][CH3:26])=[O:11])=[CH:14][CH:15]=1)([N+:1]([O-:3])=[O:2])[CH3:5]. (6) Given the reactants Cl.[NH2:2][C@H:3]1[CH2:8][CH2:7][C@H:6]([C:9]([NH:11][CH2:12][CH2:13][NH:14][C:15]([C:17]2[C:18]([C:28]([F:31])([F:30])[F:29])=[N:19][N:20]([C:22]3[CH:27]=[CH:26][CH:25]=[CH:24][CH:23]=3)[CH:21]=2)=[O:16])=[O:10])[CH2:5][CH2:4]1.[C:32](O)(=[O:39])[C:33]1[CH:38]=[CH:37][CH:36]=[CH:35][CH:34]=1.CCN=C=NCCCN(C)C.Cl.C1C=CC2N(O)N=NC=2C=1.O.C(N(CC)CC)C, predict the reaction product. The product is: [C:32]([NH:2][C@H:3]1[CH2:8][CH2:7][C@H:6]([C:9]([NH:11][CH2:12][CH2:13][NH:14][C:15]([C:17]2[C:18]([C:28]([F:31])([F:30])[F:29])=[N:19][N:20]([C:22]3[CH:23]=[CH:24][CH:25]=[CH:26][CH:27]=3)[CH:21]=2)=[O:16])=[O:10])[CH2:5][CH2:4]1)(=[O:39])[C:33]1[CH:38]=[CH:37][CH:36]=[CH:35][CH:34]=1. (7) Given the reactants [F:1][C:2]1[CH:17]=[C:16]([CH:18]=O)[CH:15]=[C:14]([O:20][CH3:21])[C:3]=1[O:4][C:5]1[CH:13]=[CH:12][C:8]([C:9]([NH2:11])=[O:10])=[CH:7][N:6]=1.[CH3:22][C:23]([CH3:28])([CH3:27])[CH2:24][CH2:25][NH2:26].[BH4-].[Na+], predict the reaction product. The product is: [CH3:22][C:23]([CH3:28])([CH3:27])[CH2:24][CH2:25][NH:26][CH2:18][C:16]1[CH:15]=[C:14]([O:20][CH3:21])[C:3]([O:4][C:5]2[CH:13]=[CH:12][C:8]([C:9]([NH2:11])=[O:10])=[CH:7][N:6]=2)=[C:2]([F:1])[CH:17]=1. (8) Given the reactants [Cl:1][C:2]1[CH:7]=[C:6](I)[C:5]([C:9]([F:12])([F:11])[F:10])=[CH:4][N:3]=1.CC1(C)OB([C:19]2[CH:20]=[N:21][C:22]([C:25]([F:28])([F:27])[F:26])=[N:23][CH:24]=2)OC1(C)C.C(=O)([O-])[O-].[K+].[K+], predict the reaction product. The product is: [Cl:1][C:2]1[CH:7]=[C:6]([C:19]2[CH:20]=[N:21][C:22]([C:25]([F:28])([F:27])[F:26])=[N:23][CH:24]=2)[C:5]([C:9]([F:12])([F:11])[F:10])=[CH:4][N:3]=1.